This data is from NCI-60 drug combinations with 297,098 pairs across 59 cell lines. The task is: Regression. Given two drug SMILES strings and cell line genomic features, predict the synergy score measuring deviation from expected non-interaction effect. Drug 2: CN(C(=O)NC(C=O)C(C(C(CO)O)O)O)N=O. Drug 1: CS(=O)(=O)OCCCCOS(=O)(=O)C. Cell line: SK-MEL-5. Synergy scores: CSS=13.5, Synergy_ZIP=-1.48, Synergy_Bliss=4.89, Synergy_Loewe=2.92, Synergy_HSA=3.23.